Dataset: Forward reaction prediction with 1.9M reactions from USPTO patents (1976-2016). Task: Predict the product of the given reaction. (1) Given the reactants [N:1]1[CH:6]=[CH:5][C:4]([N:7]2[CH2:12][CH2:11][C:10](=O)[CH2:9][CH2:8]2)=[CH:3][CH:2]=1.[C:14]([O-:17])(=[O:16])C.[NH4+:18].[C-:19]#N.[Na+].N.Cl, predict the reaction product. The product is: [CH3:19][O:17][C:14]([C:10]1([NH2:18])[CH2:11][CH2:12][N:7]([C:4]2[CH:5]=[CH:6][N:1]=[CH:2][CH:3]=2)[CH2:8][CH2:9]1)=[O:16]. (2) The product is: [Cl:10][C:11]1[CH:16]=[C:15]([Cl:17])[CH:14]=[CH:13][C:12]=1[CH2:18][C:19]1[C:20]2[CH:28]=[C:27]([C:29]([O:31][CH3:32])=[O:30])[CH:26]=[CH:25][C:21]=2[O:22][C:23]=1[CH3:24]. Given the reactants FC(F)(F)C(O)=O.[BH4-].[Na+].[Cl:10][C:11]1[CH:16]=[C:15]([Cl:17])[CH:14]=[CH:13][C:12]=1[CH:18](O)[C:19]1[C:20]2[CH:28]=[C:27]([C:29]([O:31][CH3:32])=[O:30])[CH:26]=[CH:25][C:21]=2[O:22][C:23]=1[CH3:24].[OH-].[Na+], predict the reaction product. (3) Given the reactants [Cl:1][C:2]1[CH:3]=[C:4]([C:12]2[O:16][N:15]=[C:14]([C:17]3[CH:18]=[CH:19][C:20]([CH2:26][CH2:27][C:28]([O:30]CC)=[O:29])=[C:21]4[C:25]=3[NH:24][CH:23]=[CH:22]4)[N:13]=2)[CH:5]=[N:6][C:7]=1[O:8][CH:9]([CH3:11])[CH3:10].[OH-].[Na+], predict the reaction product. The product is: [Cl:1][C:2]1[CH:3]=[C:4]([C:12]2[O:16][N:15]=[C:14]([C:17]3[CH:18]=[CH:19][C:20]([CH2:26][CH2:27][C:28]([OH:30])=[O:29])=[C:21]4[C:25]=3[NH:24][CH:23]=[CH:22]4)[N:13]=2)[CH:5]=[N:6][C:7]=1[O:8][CH:9]([CH3:11])[CH3:10]. (4) Given the reactants C(N(C(C)C)CC)(C)C.CN(C(ON1N=NC2C=CC=CC1=2)=[N+](C)C)C.F[P-](F)(F)(F)(F)F.[CH3:34][CH:35]([CH3:38])[CH2:36][OH:37].[CH3:39][N:40]([CH3:60])[CH:41]1[CH2:46][CH2:45][N:44]([C:47](=[O:59])[CH2:48][CH2:49][C:50]2[N:51]([CH2:55][C:56](O)=[O:57])[CH:52]=[CH:53][N:54]=2)[CH2:43][CH2:42]1, predict the reaction product. The product is: [CH3:60][N:40]([CH3:39])[CH:41]1[CH2:46][CH2:45][N:44]([C:47](=[O:59])[CH2:48][CH2:49][C:50]2[N:51]([CH2:55][C:56]([O:37][CH2:36][CH:35]([CH3:38])[CH3:34])=[O:57])[CH:52]=[CH:53][N:54]=2)[CH2:43][CH2:42]1. (5) Given the reactants Br[C:2]1[CH:3]=[CH:4][C:5]2[N:6]([C:15]3[CH:27]=[CH:26][C:25]4[C:24]5[C:19](=[CH:20][CH:21]=[CH:22][CH:23]=5)[C:18]([CH3:29])([CH3:28])[C:17]=4[CH:16]=3)[C:7]3[C:12]([C:13]=2[CH:14]=1)=[CH:11][CH:10]=[CH:9][CH:8]=3.[Li]CCCC.[B:35](OC)([O:38]C)[O:36]C, predict the reaction product. The product is: [CH3:29][C:18]1([CH3:28])[C:17]2[CH:16]=[C:15]([N:6]3[C:5]4[CH:4]=[CH:3][C:2]([B:35]([OH:38])[OH:36])=[CH:14][C:13]=4[C:12]4[C:7]3=[CH:8][CH:9]=[CH:10][CH:11]=4)[CH:27]=[CH:26][C:25]=2[C:24]2[C:19]1=[CH:20][CH:21]=[CH:22][CH:23]=2. (6) Given the reactants FC(F)(F)S(OC1C2[O:13][C@H:14]3[C:23](=[O:24])[CH2:22][CH2:21][C@:20]4([OH:25])[C@@:15]53[CH2:16][CH2:17][N:18]([CH2:27][CH:28]3[CH2:31][CH2:30][CH2:29]3)[C@@H:19]4[CH2:26][C:10](C=25)=[CH:9][CH:8]=1)(=O)=O.O[N:35]1[C:39](=[O:40])[CH2:38][CH2:37][C:36]1=O.C(N(CC)CC)C.C1(P(C2C=CC=CC=2)C2C3OC4C(=CC=CC=4P(C4C=CC=CC=4)C4C=CC=CC=4)C(C)(C)C=3C=CC=2)C=CC=CC=1.[C]=O.[CH3:93][O:94][C:95]1[CH:102]=[C:101]([O:103][CH3:104])[CH:100]=[CH:99][C:96]=1[CH2:97]N, predict the reaction product. The product is: [CH:28]1([CH2:27][N:18]2[CH2:17][CH2:16][C@@:15]34[C:36]5[C:10]6[CH2:26][C@@H:19]2[C@:20]3([OH:25])[CH2:21][CH2:22][C:23](=[O:24])[C@@H:14]4[O:13][C:37]=5[C:38]([C:39]([NH:35][CH2:97][C:96]2[CH:99]=[CH:100][C:101]([O:103][CH3:104])=[CH:102][C:95]=2[O:94][CH3:93])=[O:40])=[CH:8][CH:9]=6)[CH2:29][CH2:30][CH2:31]1.